From a dataset of Reaction yield outcomes from USPTO patents with 853,638 reactions. Predict the reaction yield, written as a fraction of the theoretical maximum amount of product (1.0 means a 100% yield; for example, 0.34 means a 34% yield). (1) The reactants are [CH:1]1[C:10]2[C:5](=[CH:6][CH:7]=[CH:8][CH:9]=2)[CH:4]=[CH:3][C:2]=1[NH:11][C:12]([NH:14][C:15]([C:18]1[CH:23]=[CH:22][CH:21]=[C:20]([C:24]([CH3:26])=[CH2:25])[CH:19]=1)([CH3:17])[CH3:16])=[O:13]. The catalyst is CO.[Pd]. The product is [CH:24]([C:20]1[CH:19]=[C:18]([C:15]([NH:14][C:12]([NH:11][C:2]2[CH:3]=[CH:4][C:5]3[C:10](=[CH:9][CH:8]=[CH:7][CH:6]=3)[CH:1]=2)=[O:13])([CH3:17])[CH3:16])[CH:23]=[CH:22][CH:21]=1)([CH3:26])[CH3:25]. The yield is 0.980. (2) The reactants are [Cl:1][C:2]1[CH:8]=[C:7]([C:9]([F:12])([F:11])[F:10])[CH:6]=[C:5]([F:13])[C:3]=1[NH2:4].OS(O)(=O)=O.OS(O)(=O)=O.[N:24]([O-])=O.[Na+].[C:28]([CH2:30][C:31]([C:34]#[N:35])=CO)#[N:29].C([O-])(=O)C.[Na+]. The catalyst is C(O)(=O)C.O. The product is [NH2:29][C:28]1[N:4]([C:3]2[C:5]([F:13])=[CH:6][C:7]([C:9]([F:12])([F:11])[F:10])=[CH:8][C:2]=2[Cl:1])[N:24]=[C:31]([C:34]#[N:35])[CH:30]=1. The yield is 0.730.